Regression. Given two drug SMILES strings and cell line genomic features, predict the synergy score measuring deviation from expected non-interaction effect. From a dataset of NCI-60 drug combinations with 297,098 pairs across 59 cell lines. (1) Drug 1: CC1=C2C(C(=O)C3(C(CC4C(C3C(C(C2(C)C)(CC1OC(=O)C(C(C5=CC=CC=C5)NC(=O)OC(C)(C)C)O)O)OC(=O)C6=CC=CC=C6)(CO4)OC(=O)C)O)C)O. Drug 2: C1=NC(=NC(=O)N1C2C(C(C(O2)CO)O)O)N. Cell line: COLO 205. Synergy scores: CSS=27.8, Synergy_ZIP=1.58, Synergy_Bliss=2.28, Synergy_Loewe=0.0785, Synergy_HSA=0.381. (2) Drug 1: CC1CCC2CC(C(=CC=CC=CC(CC(C(=O)C(C(C(=CC(C(=O)CC(OC(=O)C3CCCCN3C(=O)C(=O)C1(O2)O)C(C)CC4CCC(C(C4)OC)O)C)C)O)OC)C)C)C)OC. Drug 2: CC(C)(C#N)C1=CC(=CC(=C1)CN2C=NC=N2)C(C)(C)C#N. Cell line: DU-145. Synergy scores: CSS=-1.84, Synergy_ZIP=1.47, Synergy_Bliss=0.497, Synergy_Loewe=-5.22, Synergy_HSA=-2.78. (3) Drug 1: C(CC(=O)O)C(=O)CN.Cl. Drug 2: CN(C(=O)NC(C=O)C(C(C(CO)O)O)O)N=O. Cell line: SF-295. Synergy scores: CSS=33.7, Synergy_ZIP=-7.05, Synergy_Bliss=-4.86, Synergy_Loewe=-1.69, Synergy_HSA=-0.872.